Dataset: NCI-60 drug combinations with 297,098 pairs across 59 cell lines. Task: Regression. Given two drug SMILES strings and cell line genomic features, predict the synergy score measuring deviation from expected non-interaction effect. (1) Drug 1: CCC1=CC2CC(C3=C(CN(C2)C1)C4=CC=CC=C4N3)(C5=C(C=C6C(=C5)C78CCN9C7C(C=CC9)(C(C(C8N6C)(C(=O)OC)O)OC(=O)C)CC)OC)C(=O)OC.C(C(C(=O)O)O)(C(=O)O)O. Drug 2: C(CC(=O)O)C(=O)CN.Cl. Cell line: OVCAR-4. Synergy scores: CSS=17.2, Synergy_ZIP=1.35, Synergy_Bliss=3.70, Synergy_Loewe=-4.44, Synergy_HSA=5.01. (2) Drug 1: CN(C(=O)NC(C=O)C(C(C(CO)O)O)O)N=O. Drug 2: C(CN)CNCCSP(=O)(O)O. Cell line: SN12C. Synergy scores: CSS=4.60, Synergy_ZIP=-1.60, Synergy_Bliss=-3.90, Synergy_Loewe=-2.85, Synergy_HSA=-1.78. (3) Drug 1: CN(C)C1=NC(=NC(=N1)N(C)C)N(C)C. Drug 2: C#CCC(CC1=CN=C2C(=N1)C(=NC(=N2)N)N)C3=CC=C(C=C3)C(=O)NC(CCC(=O)O)C(=O)O. Cell line: SNB-19. Synergy scores: CSS=-3.26, Synergy_ZIP=0.896, Synergy_Bliss=-0.262, Synergy_Loewe=-2.11, Synergy_HSA=-2.23. (4) Drug 1: CCCS(=O)(=O)NC1=C(C(=C(C=C1)F)C(=O)C2=CNC3=C2C=C(C=N3)C4=CC=C(C=C4)Cl)F. Drug 2: C1C(C(OC1N2C=NC(=NC2=O)N)CO)O. Cell line: IGROV1. Synergy scores: CSS=-4.44, Synergy_ZIP=-1.47, Synergy_Bliss=-6.44, Synergy_Loewe=-7.63, Synergy_HSA=-7.54. (5) Synergy scores: CSS=-2.07, Synergy_ZIP=-0.464, Synergy_Bliss=-1.20, Synergy_Loewe=-13.5, Synergy_HSA=-7.27. Drug 2: COCCOC1=C(C=C2C(=C1)C(=NC=N2)NC3=CC=CC(=C3)C#C)OCCOC.Cl. Drug 1: COC1=NC(=NC2=C1N=CN2C3C(C(C(O3)CO)O)O)N. Cell line: EKVX. (6) Drug 1: CC1=C2C(C(=O)C3(C(CC4C(C3C(C(C2(C)C)(CC1OC(=O)C(C(C5=CC=CC=C5)NC(=O)OC(C)(C)C)O)O)OC(=O)C6=CC=CC=C6)(CO4)OC(=O)C)OC)C)OC. Drug 2: COC1=C(C=C2C(=C1)N=CN=C2NC3=CC(=C(C=C3)F)Cl)OCCCN4CCOCC4. Cell line: NCI-H460. Synergy scores: CSS=84.3, Synergy_ZIP=23.9, Synergy_Bliss=23.0, Synergy_Loewe=23.4, Synergy_HSA=26.2. (7) Drug 1: C1=CC(=CC=C1C#N)C(C2=CC=C(C=C2)C#N)N3C=NC=N3. Drug 2: CC1=C(N=C(N=C1N)C(CC(=O)N)NCC(C(=O)N)N)C(=O)NC(C(C2=CN=CN2)OC3C(C(C(C(O3)CO)O)O)OC4C(C(C(C(O4)CO)O)OC(=O)N)O)C(=O)NC(C)C(C(C)C(=O)NC(C(C)O)C(=O)NCCC5=NC(=CS5)C6=NC(=CS6)C(=O)NCCC[S+](C)C)O. Cell line: UACC-257. Synergy scores: CSS=5.87, Synergy_ZIP=-1.96, Synergy_Bliss=-0.111, Synergy_Loewe=1.35, Synergy_HSA=0.715.